From a dataset of NCI-60 drug combinations with 297,098 pairs across 59 cell lines. Regression. Given two drug SMILES strings and cell line genomic features, predict the synergy score measuring deviation from expected non-interaction effect. (1) Drug 1: C1=CC(=CC=C1CCCC(=O)O)N(CCCl)CCCl. Drug 2: CCN(CC)CCNC(=O)C1=C(NC(=C1C)C=C2C3=C(C=CC(=C3)F)NC2=O)C. Cell line: HOP-62. Synergy scores: CSS=32.6, Synergy_ZIP=-3.68, Synergy_Bliss=-5.10, Synergy_Loewe=-6.62, Synergy_HSA=-6.40. (2) Drug 1: C1=NC2=C(N1)C(=S)N=C(N2)N. Drug 2: C1C(C(OC1N2C=NC3=C2NC=NCC3O)CO)O. Cell line: LOX IMVI. Synergy scores: CSS=28.6, Synergy_ZIP=-2.27, Synergy_Bliss=-8.43, Synergy_Loewe=-9.70, Synergy_HSA=-6.16. (3) Drug 1: CC1C(C(CC(O1)OC2CC(CC3=C2C(=C4C(=C3O)C(=O)C5=C(C4=O)C(=CC=C5)OC)O)(C(=O)CO)O)N)O.Cl. Drug 2: CCCCC(=O)OCC(=O)C1(CC(C2=C(C1)C(=C3C(=C2O)C(=O)C4=C(C3=O)C=CC=C4OC)O)OC5CC(C(C(O5)C)O)NC(=O)C(F)(F)F)O. Cell line: NCI-H322M. Synergy scores: CSS=25.7, Synergy_ZIP=-0.823, Synergy_Bliss=5.06, Synergy_Loewe=0.372, Synergy_HSA=3.81. (4) Drug 1: C1CCN(CC1)CCOC2=CC=C(C=C2)C(=O)C3=C(SC4=C3C=CC(=C4)O)C5=CC=C(C=C5)O. Drug 2: C1=C(C(=O)NC(=O)N1)N(CCCl)CCCl. Cell line: HCT-15. Synergy scores: CSS=30.2, Synergy_ZIP=2.33, Synergy_Bliss=4.56, Synergy_Loewe=2.19, Synergy_HSA=3.40. (5) Drug 1: CC1=C2C(C(=O)C3(C(CC4C(C3C(C(C2(C)C)(CC1OC(=O)C(C(C5=CC=CC=C5)NC(=O)OC(C)(C)C)O)O)OC(=O)C6=CC=CC=C6)(CO4)OC(=O)C)OC)C)OC. Drug 2: C1C(C(OC1N2C=NC(=NC2=O)N)CO)O. Cell line: MCF7. Synergy scores: CSS=52.9, Synergy_ZIP=4.82, Synergy_Bliss=5.90, Synergy_Loewe=6.13, Synergy_HSA=12.1. (6) Cell line: SK-OV-3. Drug 1: CC12CCC3C(C1CCC2=O)CC(=C)C4=CC(=O)C=CC34C. Synergy scores: CSS=16.7, Synergy_ZIP=-7.11, Synergy_Bliss=-3.82, Synergy_Loewe=-19.2, Synergy_HSA=-4.94. Drug 2: CCCCCOC(=O)NC1=NC(=O)N(C=C1F)C2C(C(C(O2)C)O)O. (7) Drug 1: C1CCC(C1)C(CC#N)N2C=C(C=N2)C3=C4C=CNC4=NC=N3. Drug 2: CCC1=CC2CC(C3=C(CN(C2)C1)C4=CC=CC=C4N3)(C5=C(C=C6C(=C5)C78CCN9C7C(C=CC9)(C(C(C8N6C)(C(=O)OC)O)OC(=O)C)CC)OC)C(=O)OC.C(C(C(=O)O)O)(C(=O)O)O. Cell line: NCI-H322M. Synergy scores: CSS=29.5, Synergy_ZIP=3.52, Synergy_Bliss=-0.629, Synergy_Loewe=-31.9, Synergy_HSA=-0.594. (8) Drug 1: CC12CCC(CC1=CCC3C2CCC4(C3CC=C4C5=CN=CC=C5)C)O. Drug 2: C1=C(C(=O)NC(=O)N1)F. Cell line: DU-145. Synergy scores: CSS=38.6, Synergy_ZIP=1.05, Synergy_Bliss=0.807, Synergy_Loewe=-2.97, Synergy_HSA=0.220. (9) Drug 1: C1=C(C(=O)NC(=O)N1)F. Drug 2: COC1=C2C(=CC3=C1OC=C3)C=CC(=O)O2. Cell line: 786-0. Synergy scores: CSS=15.0, Synergy_ZIP=-1.95, Synergy_Bliss=-6.38, Synergy_Loewe=-11.1, Synergy_HSA=-7.36. (10) Drug 1: CCCS(=O)(=O)NC1=C(C(=C(C=C1)F)C(=O)C2=CNC3=C2C=C(C=N3)C4=CC=C(C=C4)Cl)F. Drug 2: CC1=CC2C(CCC3(C2CCC3(C(=O)C)OC(=O)C)C)C4(C1=CC(=O)CC4)C. Cell line: SK-MEL-2. Synergy scores: CSS=-4.16, Synergy_ZIP=2.51, Synergy_Bliss=0.493, Synergy_Loewe=-4.56, Synergy_HSA=-3.65.